This data is from Forward reaction prediction with 1.9M reactions from USPTO patents (1976-2016). The task is: Predict the product of the given reaction. (1) Given the reactants C[O:2][C:3]([C@H:5]1[CH2:10][CH2:9][C@H:8]([O:11][C:12]2[CH:17]=[CH:16][CH:15]=[C:14]([O:18][CH3:19])[CH:13]=2)[CH2:7][CH2:6]1)=O.O.[NH2:21][NH2:22], predict the reaction product. The product is: [CH3:19][O:18][C:14]1[CH:13]=[C:12]([CH:17]=[CH:16][CH:15]=1)[O:11][C@H:8]1[CH2:9][CH2:10][C@H:5]([C:3]([NH:21][NH2:22])=[O:2])[CH2:6][CH2:7]1. (2) Given the reactants Cl[C:2]1[C:7]([C:8]([OH:10])=[O:9])=[CH:6][C:5]([C:11]([F:14])([F:13])[F:12])=[CH:4][N:3]=1.[CH:15]([NH2:18])([CH3:17])[CH3:16].C(=O)([O-])[O-].[K+].[K+].CN(C=O)C, predict the reaction product. The product is: [CH:15]([NH:18][C:2]1[N:3]=[CH:4][C:5]([C:11]([F:14])([F:13])[F:12])=[CH:6][C:7]=1[C:8]([OH:10])=[O:9])([CH3:17])[CH3:16]. (3) Given the reactants [CH3:1][S:2]([C:5]1[CH:10]=[CH:9][C:8]([N:11]2[CH2:16][CH2:15][NH:14][CH2:13][CH2:12]2)=[CH:7][CH:6]=1)(=[O:4])=[O:3].[I:17][C:18]1[CH:26]=[CH:25][C:24]([S:27]([CH3:30])(=[O:29])=[O:28])=[CH:23][C:19]=1[C:20](O)=[O:21], predict the reaction product. The product is: [I:17][C:18]1[CH:26]=[CH:25][C:24]([S:27]([CH3:30])(=[O:28])=[O:29])=[CH:23][C:19]=1[C:20]([N:14]1[CH2:15][CH2:16][N:11]([C:8]2[CH:7]=[CH:6][C:5]([S:2]([CH3:1])(=[O:3])=[O:4])=[CH:10][CH:9]=2)[CH2:12][CH2:13]1)=[O:21]. (4) Given the reactants [CH3:1][O:2][C:3]1[CH:4]=[C:5]2[C:10](=[CH:11][CH:12]=1)[CH2:9][C:8](=[O:13])[CH2:7][CH2:6]2.N1CCCC1.[CH2:19](Br)[C:20]1[CH:25]=[CH:24][CH:23]=[CH:22][CH:21]=1.Cl, predict the reaction product. The product is: [CH2:19]([CH:9]1[C:10]2[C:5](=[CH:4][C:3]([O:2][CH3:1])=[CH:12][CH:11]=2)[CH2:6][CH2:7][C:8]1=[O:13])[C:20]1[CH:25]=[CH:24][CH:23]=[CH:22][CH:21]=1. (5) Given the reactants C([NH:4][CH:5]([CH:9]1[CH2:16][C:15]2[C:10]1=[CH:11][CH:12]=[CH:13][CH:14]=2)[C:6]([OH:8])=[O:7])(=O)C.[ClH:17], predict the reaction product. The product is: [ClH:17].[NH2:4][CH:5]([CH:9]1[CH2:16][C:15]2[C:10]1=[CH:11][CH:12]=[CH:13][CH:14]=2)[C:6]([OH:8])=[O:7]. (6) Given the reactants [CH3:1][S:2]([O:5][CH2:6][C:7]1[C:8]([C@@H:14]([NH:18][C:19]([O:21][C:22]([CH3:25])([CH3:24])[CH3:23])=[O:20])[CH:15]([CH3:17])[CH3:16])=[N:9][CH:10]=[C:11]([Cl:13])[CH:12]=1)(=[O:4])=[O:3].[C:26](OC(=O)N[C@H](C1C(C(O)C)=CC(Cl)=CN=1)C(C)C)(C)(C)C, predict the reaction product. The product is: [CH3:1][S:2]([O:5][CH:6]([C:7]1[C:8]([C@@H:14]([NH:18][C:19]([O:21][C:22]([CH3:23])([CH3:25])[CH3:24])=[O:20])[CH:15]([CH3:17])[CH3:16])=[N:9][CH:10]=[C:11]([Cl:13])[CH:12]=1)[CH3:26])(=[O:3])=[O:4].